Dataset: Peptide-MHC class II binding affinity with 134,281 pairs from IEDB. Task: Regression. Given a peptide amino acid sequence and an MHC pseudo amino acid sequence, predict their binding affinity value. This is MHC class II binding data. The peptide sequence is YGVEGTKTPVSPGEM. The MHC is DRB1_1301 with pseudo-sequence DRB1_1301. The binding affinity (normalized) is 0.203.